This data is from Merck oncology drug combination screen with 23,052 pairs across 39 cell lines. The task is: Regression. Given two drug SMILES strings and cell line genomic features, predict the synergy score measuring deviation from expected non-interaction effect. (1) Drug 1: COc1cc(C2c3cc4c(cc3C(OC3OC5COC(C)OC5C(O)C3O)C3COC(=O)C23)OCO4)cc(OC)c1O. Drug 2: Cn1c(=O)n(-c2ccc(C(C)(C)C#N)cc2)c2c3cc(-c4cnc5ccccc5c4)ccc3ncc21. Cell line: EFM192B. Synergy scores: synergy=-11.3. (2) Drug 1: CCC1(O)CC2CN(CCc3c([nH]c4ccccc34)C(C(=O)OC)(c3cc4c(cc3OC)N(C)C3C(O)(C(=O)OC)C(OC(C)=O)C5(CC)C=CCN6CCC43C65)C2)C1. Drug 2: N#Cc1ccc(Cn2cncc2CN2CCN(c3cccc(Cl)c3)C(=O)C2)cc1. Cell line: T47D. Synergy scores: synergy=20.4. (3) Drug 1: O=P1(N(CCCl)CCCl)NCCCO1. Drug 2: Cn1nnc2c(C(N)=O)ncn2c1=O. Cell line: DLD1. Synergy scores: synergy=-1.72. (4) Drug 1: O=c1[nH]cc(F)c(=O)[nH]1. Drug 2: O=C(O)C1(Cc2cccc(Nc3nccs3)n2)CCC(Oc2cccc(Cl)c2F)CC1. Cell line: RKO. Synergy scores: synergy=-2.42. (5) Drug 1: N#Cc1ccc(Cn2cncc2CN2CCN(c3cccc(Cl)c3)C(=O)C2)cc1. Drug 2: CCN(CC)CCNC(=O)c1c(C)[nH]c(C=C2C(=O)Nc3ccc(F)cc32)c1C. Cell line: SKMES1. Synergy scores: synergy=15.4. (6) Drug 1: NC1(c2ccc(-c3nc4ccn5c(=O)[nH]nc5c4cc3-c3ccccc3)cc2)CCC1. Drug 2: Cc1nc(Nc2ncc(C(=O)Nc3c(C)cccc3Cl)s2)cc(N2CCN(CCO)CC2)n1. Cell line: KPL1. Synergy scores: synergy=28.0. (7) Drug 1: CN(Cc1cnc2nc(N)nc(N)c2n1)c1ccc(C(=O)NC(CCC(=O)O)C(=O)O)cc1. Drug 2: COC1=C2CC(C)CC(OC)C(O)C(C)C=C(C)C(OC(N)=O)C(OC)C=CC=C(C)C(=O)NC(=CC1=O)C2=O. Cell line: OV90. Synergy scores: synergy=-2.63.